This data is from Forward reaction prediction with 1.9M reactions from USPTO patents (1976-2016). The task is: Predict the product of the given reaction. (1) Given the reactants [C:1]([OH:4])(=[O:3])[CH3:2].[CH2:5]([O:7][C:8]1[CH:13]=[CH:12][C:11]([CH:14]([NH:27][C:28]2[CH:36]=[CH:35][C:31]([C:32]([NH2:34])=[NH:33])=[CH:30][CH:29]=2)[C:15]2[NH:19][C:18](=[O:20])[N:17]([C:21]3[N:26]=[CH:25][CH:24]=[CH:23][N:22]=3)[N:16]=2)=[CH:10][C:9]=1[O:37][CH3:38])[CH3:6], predict the reaction product. The product is: [C:1]([OH:4])(=[O:3])[CH3:2].[CH2:5]([O:7][C:8]1[CH:13]=[CH:12][C:11]([C@H:14]([NH:27][C:28]2[CH:29]=[CH:30][C:31]([C:32]([NH2:34])=[NH:33])=[CH:35][CH:36]=2)[C:15]2[NH:19][C:18](=[O:20])[N:17]([C:21]3[N:22]=[CH:23][CH:24]=[CH:25][N:26]=3)[N:16]=2)=[CH:10][C:9]=1[O:37][CH3:38])[CH3:6]. (2) Given the reactants [CH3:1][CH2:2][CH:3]([OH:6])[CH2:4][CH3:5].[H-].[Na+].Br[C:10]1[N:11]=[C:12]([O:31][CH3:32])[C:13]([C:18]2[CH:28]=[CH:27][C:21]([O:22][C:23]([F:26])([F:25])[F:24])=[CH:20][C:19]=2[O:29][CH3:30])=[N:14][C:15]=1[CH2:16][CH3:17], predict the reaction product. The product is: [CH2:16]([C:15]1[N:14]=[C:13]([C:18]2[CH:28]=[CH:27][C:21]([O:22][C:23]([F:26])([F:25])[F:24])=[CH:20][C:19]=2[O:29][CH3:30])[C:12]([O:31][CH3:32])=[N:11][C:10]=1[O:6][CH:3]([CH2:4][CH3:5])[CH2:2][CH3:1])[CH3:17]. (3) Given the reactants [NH2:1][C:2]1[CH:3]=[C:4]([CH:16]=[CH:17][C:18]=1[F:19])[CH2:5][C:6]1([C:9]([O:11][C:12]([CH3:15])([CH3:14])[CH3:13])=[O:10])[CH2:8][CH2:7]1.[Cl:20]N1C(=O)CCC1=O, predict the reaction product. The product is: [NH2:1][C:2]1[C:18]([F:19])=[CH:17][C:16]([Cl:20])=[C:4]([CH:3]=1)[CH2:5][C:6]1([C:9]([O:11][C:12]([CH3:15])([CH3:14])[CH3:13])=[O:10])[CH2:7][CH2:8]1.